Dataset: Catalyst prediction with 721,799 reactions and 888 catalyst types from USPTO. Task: Predict which catalyst facilitates the given reaction. (1) Reactant: [NH2:1][C:2]1[CH:3]=[C:4]2[C:9](=[CH:10][CH:11]=1)[N:8]=[CH:7][C:6]([C:12]#[N:13])=[C:5]2[NH:14][C:15]1[CH:20]=[CH:19][C:18]([F:21])=[C:17]([Cl:22])[CH:16]=1.[O:23]1[CH2:27][CH2:26][CH:25](C=O)[CH2:24]1.[BH3-][C:31]#N.[Na+]. Product: [Cl:22][C:17]1[CH:16]=[C:15]([NH:14][C:5]2[C:4]3[C:9](=[CH:10][CH:11]=[C:2]([NH:1][CH2:31][CH:24]4[CH2:25][CH2:26][CH2:27][O:23]4)[CH:3]=3)[N:8]=[CH:7][C:6]=2[C:12]#[N:13])[CH:20]=[CH:19][C:18]=1[F:21]. The catalyst class is: 14. (2) Reactant: O1CCCC1.C(O)C.[Cl:9][C:10]1[C:11]([NH:35]C(C2CC2)=O)=[N:12][CH:13]=[N:14][C:15]=1[NH:16][C:17]1[C:22](=[O:23])[N:21]2[C:24]3([NH:31][C:32](=[O:33])[C:20]2=[C:19]([CH3:34])[CH:18]=1)[CH2:29][CH2:28][N:27]([CH3:30])[CH2:26][CH2:25]3.[OH-].[Na+]. Product: [NH2:35][C:11]1[N:12]=[CH:13][N:14]=[C:15]([NH:16][C:17]2[C:22](=[O:23])[N:21]3[C:24]4([NH:31][C:32](=[O:33])[C:20]3=[C:19]([CH3:34])[CH:18]=2)[CH2:25][CH2:26][N:27]([CH3:30])[CH2:28][CH2:29]4)[C:10]=1[Cl:9]. The catalyst class is: 6. (3) Reactant: C(Cl)Cl.Cl.[CH2:5]([O:7][C:8]([C@@H:10]([NH:19][C@H:20]([C:22](Cl)=[O:23])[CH3:21])[CH2:11][CH2:12][C:13]1[CH:18]=[CH:17][CH:16]=[CH:15][CH:14]=1)=[O:9])[CH3:6].N1C=CN=C1.[NH:30]1[C@@H:38]2[C@H:33]([CH2:34][CH2:35][CH2:36][CH2:37]2)[CH2:32][C@H:31]1[C:39]([OH:41])=[O:40]. Product: [CH3:6][CH2:5][O:7][C:8]([C@@H:10]([NH:19][C@H:20]([C:22]([N:30]1[C@H:31]([C:39]([OH:41])=[O:40])[CH2:32][C@@H:33]2[C@@H:38]1[CH2:37][CH2:36][CH2:35][CH2:34]2)=[O:23])[CH3:21])[CH2:11][CH2:12][C:13]1[CH:18]=[CH:17][CH:16]=[CH:15][CH:14]=1)=[O:9]. The catalyst class is: 211. (4) Product: [C:9]1([CH2:8][N:19]2[CH:23]=[C:22]([C:24]([O:26][CH2:27][CH3:28])=[O:25])[C:21]([C:29]([O:31][CH2:32][CH3:33])=[O:30])=[CH:20]2)[C:18]2[C:13](=[CH:14][CH:15]=[CH:16][CH:17]=2)[CH:12]=[CH:11][CH:10]=1. The catalyst class is: 21. Reactant: C(=O)([O-])[O-].[K+].[K+].Cl[CH2:8][C:9]1[C:18]2[C:13](=[CH:14][CH:15]=[CH:16][CH:17]=2)[CH:12]=[CH:11][CH:10]=1.[NH:19]1[CH:23]=[C:22]([C:24]([O:26][CH2:27][CH3:28])=[O:25])[C:21]([C:29]([O:31][CH2:32][CH3:33])=[O:30])=[CH:20]1.Cl. (5) Reactant: [CH3:1][O:2][C:3](=[O:18])[C:4]1[CH:9]=[CH:8][C:7]([O:10][C:11]2[N:16]=[CH:15][C:14](Br)=[CH:13][N:12]=2)=[CH:6][CH:5]=1.[Li+].[Cl-].[CH2:21]([Sn](CCCC)(CCCC)C=C)[CH2:22]CC. Product: [CH3:1][O:2][C:3](=[O:18])[C:4]1[CH:9]=[CH:8][C:7]([O:10][C:11]2[N:16]=[CH:15][C:14]([CH:21]=[CH2:22])=[CH:13][N:12]=2)=[CH:6][CH:5]=1. The catalyst class is: 233. (6) Product: [C:1]([O:5][C:6]([NH:8][C@@:9]([C:29]([O:31][CH3:32])=[O:30])([CH2:26][CH:27]=[O:34])[CH2:10][CH:11]1[CH2:16][CH2:15][N:14]([C:17]([O:19][CH2:20][CH2:21][Si:22]([CH3:23])([CH3:25])[CH3:24])=[O:18])[CH2:13][CH2:12]1)=[O:7])([CH3:4])([CH3:3])[CH3:2]. The catalyst class is: 1. Reactant: [C:1]([O:5][C:6]([NH:8][C@@:9]([C:29]([O:31][CH3:32])=[O:30])([CH2:26][CH:27]=C)[CH2:10][CH:11]1[CH2:16][CH2:15][N:14]([C:17]([O:19][CH2:20][CH2:21][Si:22]([CH3:25])([CH3:24])[CH3:23])=[O:18])[CH2:13][CH2:12]1)=[O:7])([CH3:4])([CH3:3])[CH3:2].I([O-])(=O)(=O)=[O:34].[Na+].O. (7) Reactant: [CH2:1]([O:3][C:4]([C:6]1[C:7]2[O:14][C:13]([C:15](=[O:19])[N:16]([CH3:18])[CH3:17])=[C:12]([NH:20][C:21]3[CH:26]=[CH:25][C:24]([Si](C)(C)C)=[CH:23][C:22]=3[F:31])[C:8]=2[CH:9]=[N:10][CH:11]=1)=[O:5])[CH3:2].[I:32]Cl.S([O-])([O-])(=O)=S.[Na+].[Na+]. Product: [CH2:1]([O:3][C:4]([C:6]1[C:7]2[O:14][C:13]([C:15](=[O:19])[N:16]([CH3:18])[CH3:17])=[C:12]([NH:20][C:21]3[CH:26]=[CH:25][C:24]([I:32])=[CH:23][C:22]=3[F:31])[C:8]=2[CH:9]=[N:10][CH:11]=1)=[O:5])[CH3:2]. The catalyst class is: 4.